This data is from Full USPTO retrosynthesis dataset with 1.9M reactions from patents (1976-2016). The task is: Predict the reactants needed to synthesize the given product. (1) The reactants are: [Cl:1][C:2]1[CH:3]=[CH:4][C:5]([O:14]C2CCCCO2)=[C:6]([C:8]2[CH:13]=[CH:12][N:11]=[CH:10][CH:9]=2)[CH:7]=1.C1(C)C=CC(S([O-])(=O)=O)=CC=1.[NH+]1C=CC=CC=1. Given the product [Cl:1][C:2]1[CH:3]=[CH:4][C:5]([OH:14])=[C:6]([C:8]2[CH:9]=[CH:10][N:11]=[CH:12][CH:13]=2)[CH:7]=1, predict the reactants needed to synthesize it. (2) Given the product [CH3:47][N:2]([CH3:1])[CH2:3][CH2:4][N:5]1[CH:9]=[C:8]([C:10]2[C:18]3[C:17]([NH:19][C@H:20]([C:22]4[N:27]([C:28]5[CH:29]=[CH:30][CH:31]=[CH:32][CH:33]=5)[C:26](=[O:34])[C:25]5=[C:35]([CH3:38])[CH:36]=[CH:37][N:24]5[N:23]=4)[CH3:21])=[N:16][CH:15]=[N:14][C:13]=3[NH:12][CH:11]=2)[CH:7]=[N:6]1, predict the reactants needed to synthesize it. The reactants are: [CH3:1][N:2]([CH3:47])[CH2:3][CH2:4][N:5]1[CH:9]=[C:8]([C:10]2[C:18]3[C:17]([NH:19][C@H:20]([C:22]4[N:27]([C:28]5[CH:33]=[CH:32][CH:31]=[CH:30][CH:29]=5)[C:26](=[O:34])[C:25]5=[C:35]([CH3:38])[CH:36]=[CH:37][N:24]5[N:23]=4)[CH3:21])=[N:16][CH:15]=[N:14][C:13]=3[N:12](COCC[Si](C)(C)C)[CH:11]=2)[CH:7]=[N:6]1.FC(F)(F)C(O)=O.N. (3) Given the product [C:1]([O:5][C:6]([N:8]([CH3:22])[C@@H:9]([CH2:13][C:14]1[N:15]=[CH:16][S:17][CH:18]=1)[C:10]([OH:12])=[O:11])=[O:7])([CH3:4])([CH3:2])[CH3:3], predict the reactants needed to synthesize it. The reactants are: [C:1]([O:5][C:6]([NH:8][C@@H:9]([CH2:13][C:14]1[N:15]=[CH:16][S:17][CH:18]=1)[C:10]([OH:12])=[O:11])=[O:7])([CH3:4])([CH3:3])[CH3:2].[H-].[Na+].I[CH3:22].Cl. (4) The reactants are: [NH2:1][C:2]1[C:3]2[NH:10][CH:9]=[C:8]([C@H:11]3[C@H:15]([O:16][C:17](=[O:30])[C@@H:18]([NH:22]C(OC(C)(C)C)=O)[CH:19]([CH3:21])[CH3:20])[C@H:14]([OH:31])[C@@H:13]([CH2:32][O:33]C(C4C=CC=CC=4)(C4C=CC=CC=4)C4C=CC=CC=4)[N:12]3C(OC(C)(C)C)=O)[C:4]=2[N:5]=[CH:6][N:7]=1.[NH2:60][C:61]1[C:62]2[NH:69][CH:68]=[C:67]([C@H:70]3[C@H:74]([OH:75])[C@H:73]([O:76][C:77](=[O:90])[C@@H:78]([NH:82]C(OC(C)(C)C)=O)[CH:79]([CH3:81])[CH3:80])[C@@H:72]([CH2:91][O:92]C(C4C=CC=CC=4)(C4C=CC=CC=4)C4C=CC=CC=4)[N:71]3C(OC(C)(C)C)=O)[C:63]=2[N:64]=[CH:65][N:66]=1.S(=O)(=O)(O)O. Given the product [NH2:82][C@@H:78]([CH:79]([CH3:81])[CH3:80])[C:77]([O:76][C@H:73]1[C@@H:74]([OH:75])[C@H:70]([C:67]2[C:63]3[N:64]=[CH:65][N:66]=[C:61]([NH2:60])[C:62]=3[NH:69][CH:68]=2)[NH:71][C@@H:72]1[CH2:91][OH:92])=[O:90].[NH2:22][C@@H:18]([CH:19]([CH3:21])[CH3:20])[C:17]([O:16][C@@H:15]1[C@H:14]([OH:31])[C@@H:13]([CH2:32][OH:33])[NH:12][C@H:11]1[C:8]1[C:4]2[N:5]=[CH:6][N:7]=[C:2]([NH2:1])[C:3]=2[NH:10][CH:9]=1)=[O:30], predict the reactants needed to synthesize it. (5) Given the product [F:1][C:2]1[CH:21]=[CH:20][C:5]2[C:6]([C:9]3[CH:10]=[C:11]([CH:12]=[CH:13][CH:14]=3)[O:15][CH2:16][C@H:17]([OH:18])[CH2:19][NH:7][CH2:6][CH2:5][C:23]3[CH:22]=[CH:4][CH:3]=[CH:2][CH:21]=3)=[N:7][O:8][C:4]=2[CH:3]=1, predict the reactants needed to synthesize it. The reactants are: [F:1][C:2]1[CH:21]=[CH:20][C:5]2[C:6]([C:9]3[CH:14]=[CH:13][CH:12]=[C:11]([O:15][CH2:16][C@H:17]4[CH2:19][O:18]4)[CH:10]=3)=[N:7][O:8][C:4]=2[CH:3]=1.[CH2:22](O)[CH3:23].